From a dataset of Full USPTO retrosynthesis dataset with 1.9M reactions from patents (1976-2016). Predict the reactants needed to synthesize the given product. Given the product [NH2:17][C:13]1[N:12]=[C:11]([N:8]2[C:9]3[C:5](=[CH:4][CH:3]=[C:2]([CH2:22][C:23]([CH3:24])([OH:27])[C:25]#[CH:26])[CH:10]=3)[C:6]([CH2:18][N:19]([CH3:21])[CH3:20])=[N:7]2)[CH:16]=[CH:15][N:14]=1, predict the reactants needed to synthesize it. The reactants are: Br[C:2]1[CH:10]=[C:9]2[C:5]([C:6]([CH2:18][N:19]([CH3:21])[CH3:20])=[N:7][N:8]2[C:11]2[CH:16]=[CH:15][N:14]=[C:13]([NH2:17])[N:12]=2)=[CH:4][CH:3]=1.[CH3:22][C:23]([OH:27])([C:25]#[CH:26])[CH3:24].